From a dataset of Forward reaction prediction with 1.9M reactions from USPTO patents (1976-2016). Predict the product of the given reaction. (1) Given the reactants [C:1]([O:5][C:6]([NH:8][C:9]1([C:15]([O:17][CH3:18])=[O:16])[CH2:14][CH2:13][NH:12][CH2:11][CH2:10]1)=[O:7])([CH3:4])([CH3:3])[CH3:2].[Cl:19][C:20]1[CH:21]=[C:22]([NH:27][C:28]2[C:29]3[N:37]=[C:36](S(C)=O)[N:35]=[CH:34][C:30]=3[N:31]=[CH:32][N:33]=2)[CH:23]=[CH:24][C:25]=1[F:26].C(N(CC)CC)C, predict the reaction product. The product is: [Cl:19][C:20]1[CH:21]=[C:22]([NH:27][C:28]2[C:29]3[N:37]=[C:36]([N:12]4[CH2:13][CH2:14][C:9]([NH:8][C:6]([O:5][C:1]([CH3:4])([CH3:3])[CH3:2])=[O:7])([C:15]([O:17][CH3:18])=[O:16])[CH2:10][CH2:11]4)[N:35]=[CH:34][C:30]=3[N:31]=[CH:32][N:33]=2)[CH:23]=[CH:24][C:25]=1[F:26]. (2) The product is: [Cl:25][C:24]1[C:15]2[CH2:14][CH:13]([CH2:12][N:26]=[N+:27]=[N-:28])[O:17][C:16]=2[C:18]2[CH2:19][CH2:20][CH2:21][C:22]=2[CH:23]=1. Given the reactants CC1C=CC(S(O[CH2:12][CH:13]2[O:17][C:16]3[C:18]4[CH2:19][CH2:20][CH2:21][C:22]=4[CH:23]=[C:24]([Cl:25])[C:15]=3[CH2:14]2)(=O)=O)=CC=1.[N-:26]=[N+:27]=[N-:28].[Na+].N(CC1OC2C3C(C=CC=2C1)=CC=CC=3)=[N+]=[N-], predict the reaction product.